Predict which catalyst facilitates the given reaction. From a dataset of Catalyst prediction with 721,799 reactions and 888 catalyst types from USPTO. (1) Reactant: [C:1]([O:5][C:6](=[O:29])[N:7]([CH2:18][C:19]1[CH:24]=[CH:23][C:22]([C:25]([CH3:28])([CH3:27])[CH3:26])=[CH:21][CH:20]=1)[CH2:8][CH2:9][C:10]1[CH:15]=[CH:14][CH:13]=[C:12]([C:16]#[CH:17])[CH:11]=1)([CH3:4])([CH3:3])[CH3:2]. Product: [C:1]([O:5][C:6](=[O:29])[N:7]([CH2:18][C:19]1[CH:24]=[CH:23][C:22]([C:25]([CH3:28])([CH3:27])[CH3:26])=[CH:21][CH:20]=1)[CH2:8][CH2:9][C:10]1[CH:15]=[CH:14][CH:13]=[C:12]([CH2:16][CH3:17])[CH:11]=1)([CH3:4])([CH3:2])[CH3:3]. The catalyst class is: 19. (2) Reactant: [OH:1][C:2]1[CH:15]=[CH:14][C:5]2[C@H:6]([CH2:9][C:10]([O:12][CH3:13])=[O:11])[CH2:7][O:8][C:4]=2[CH:3]=1.[CH3:16][C:17]1[C:22]([CH3:23])=[C:21]([O:24][CH2:25][CH2:26][CH2:27][S:28]([CH3:31])(=[O:30])=[O:29])[C:20]([CH3:32])=[C:19]([CH3:33])[C:18]=1[C:34]1[CH:39]=[CH:38][CH:37]=[C:36]([CH2:40]O)[CH:35]=1.C(P(CCCC)CCCC)CCC.N(C(N1CCCCC1)=O)=NC(N1CCCCC1)=O. Product: [CH3:33][C:19]1[C:20]([CH3:32])=[C:21]([O:24][CH2:25][CH2:26][CH2:27][S:28]([CH3:31])(=[O:30])=[O:29])[C:22]([CH3:23])=[C:17]([CH3:16])[C:18]=1[C:34]1[CH:39]=[CH:38][CH:37]=[C:36]([CH2:40][O:1][C:2]2[CH:15]=[CH:14][C:5]3[C@H:6]([CH2:9][C:10]([O:12][CH3:13])=[O:11])[CH2:7][O:8][C:4]=3[CH:3]=2)[CH:35]=1. The catalyst class is: 345. (3) Reactant: [F:1][C:2]1[CH:7]=[CH:6][C:5]([C:8]([C:10]2[N:19]=[C:18]([NH:20][C:21]3[CH:25]=[C:24]([CH3:26])[NH:23][N:22]=3)[C:17]3[C:12](=[CH:13][CH:14]=[CH:15][CH:16]=3)[N:11]=2)=[O:9])=[CH:4][CH:3]=1.[CH2:27](O)[CH2:28][OH:29].O.C1(C)C=CC(S(O)(=O)=O)=CC=1. Product: [F:1][C:2]1[CH:7]=[CH:6][C:5]([C:8]2([C:10]3[N:19]=[C:18]([NH:20][C:21]4[CH:25]=[C:24]([CH3:26])[NH:23][N:22]=4)[C:17]4[C:12](=[CH:13][CH:14]=[CH:15][CH:16]=4)[N:11]=3)[O:29][CH2:28][CH2:27][O:9]2)=[CH:4][CH:3]=1. The catalyst class is: 11.